This data is from Peptide-MHC class I binding affinity with 185,985 pairs from IEDB/IMGT. The task is: Regression. Given a peptide amino acid sequence and an MHC pseudo amino acid sequence, predict their binding affinity value. This is MHC class I binding data. (1) The peptide sequence is ATPYDINQML. The MHC is Mamu-B52 with pseudo-sequence Mamu-B52. The binding affinity (normalized) is 0. (2) The peptide sequence is AAIPAPPPI. The MHC is H-2-Kb with pseudo-sequence H-2-Kb. The binding affinity (normalized) is 0.162. (3) The peptide sequence is SIYYTLVRM. The MHC is HLA-B15:17 with pseudo-sequence HLA-B15:17. The binding affinity (normalized) is 0.487. (4) The MHC is HLA-A33:01 with pseudo-sequence HLA-A33:01. The binding affinity (normalized) is 0.196. The peptide sequence is SVFYLYLTFY.